From a dataset of Forward reaction prediction with 1.9M reactions from USPTO patents (1976-2016). Predict the product of the given reaction. (1) Given the reactants N1(C2[CH2:10][CH2:9][N:8]([CH2:11][C:12]3[S:13][C:14]4[N:15]=[C:16]([Cl:27])[N:17]=[C:18]([N:21]5[CH2:26][CH2:25][O:24][CH2:23][CH2:22]5)[C:19]=4[N:20]=3)[CH2:7][CH2:6]2)CCC1.[C:28]([O:32][C:33]([N:35]1CCNCC1)=[O:34])([CH3:31])([CH3:30])[CH3:29], predict the reaction product. The product is: [C:28]([O:32][C:33]([N:35]1[CH2:6][CH2:7][N:8]([CH2:11][C:12]2[S:13][C:14]3[N:15]=[C:16]([Cl:27])[N:17]=[C:18]([N:21]4[CH2:22][CH2:23][O:24][CH2:25][CH2:26]4)[C:19]=3[N:20]=2)[CH2:9][CH2:10]1)=[O:34])([CH3:31])([CH3:30])[CH3:29]. (2) Given the reactants FC(F)(F)S([O-])(=O)=O.[Bi+3].FC(F)(F)S([O-])(=O)=O.FC(F)(F)S([O-])(=O)=O.[C:26]([C:28]1[CH:29]=[C:30]([C:34]2[CH:35]=[N:36][C:37]([NH:49][C:50]([NH:52][CH2:53][CH3:54])=[O:51])=[CH:38][C:39]=2[C:40]2[S:41][CH:42]=[C:43]([C:45]([F:48])([F:47])[F:46])[N:44]=2)[CH:31]=[N:32][CH:33]=1)#[N:27].N[CH2:56][CH2:57][OH:58], predict the reaction product. The product is: [O:58]1[CH2:57][CH2:56][N:27]=[C:26]1[C:28]1[CH:29]=[C:30]([C:34]2[CH:35]=[N:36][C:37]([NH:49][C:50]([NH:52][CH2:53][CH3:54])=[O:51])=[CH:38][C:39]=2[C:40]2[S:41][CH:42]=[C:43]([C:45]([F:47])([F:46])[F:48])[N:44]=2)[CH:31]=[N:32][CH:33]=1.